Dataset: TCR-epitope binding with 47,182 pairs between 192 epitopes and 23,139 TCRs. Task: Binary Classification. Given a T-cell receptor sequence (or CDR3 region) and an epitope sequence, predict whether binding occurs between them. (1) The epitope is FIAGLIAIV. The TCR CDR3 sequence is CASSEYGRNIQYF. Result: 1 (the TCR binds to the epitope). (2) The epitope is CTELKLSDY. The TCR CDR3 sequence is CASSFRQGSDTGELFF. Result: 1 (the TCR binds to the epitope). (3) The epitope is VLQAVGACV. The TCR CDR3 sequence is CASSLVGPSYNEQFF. Result: 0 (the TCR does not bind to the epitope). (4) The epitope is FLNGSCGSV. The TCR CDR3 sequence is CASSPMTGALRAEAFF. Result: 1 (the TCR binds to the epitope). (5) The epitope is YLDAYNMMI. The TCR CDR3 sequence is CASSGMMWGQYEQYF. Result: 1 (the TCR binds to the epitope). (6) The epitope is IVTDFSVIK. The TCR CDR3 sequence is CAIRGAGGSRRDEQFF. Result: 1 (the TCR binds to the epitope). (7) The epitope is LPPIVAKEI. The TCR CDR3 sequence is CASSYSGYGGYTF. Result: 0 (the TCR does not bind to the epitope).